Dataset: Forward reaction prediction with 1.9M reactions from USPTO patents (1976-2016). Task: Predict the product of the given reaction. (1) Given the reactants [CH3:1][NH:2][C:3]1[C:8]([Cl:9])=[CH:7][CH:6]=[CH:5][C:4]=1[Cl:10].C(Cl)(Cl)=O.[NH2:15][NH2:16].[C:17](=[O:20])(O)[O-].[Na+], predict the reaction product. The product is: [Cl:9][C:8]1[CH:7]=[CH:6][CH:5]=[C:4]([Cl:10])[C:3]=1[N:2]([CH3:1])[C:17]([NH:15][NH2:16])=[O:20]. (2) Given the reactants [Br:1][C:2]1[CH:17]=[CH:16][C:5]([O:6][CH2:7][C:8]2[CH:13]=[CH:12][C:11]([CH2:14][OH:15])=[CH:10][CH:9]=2)=[CH:4][CH:3]=1.C(N(CC)C(C)C)(C)C.[CH3:27][S:28](Cl)(=[O:30])=[O:29], predict the reaction product. The product is: [CH3:27][S:28]([O:15][CH2:14][C:11]1[CH:12]=[CH:13][C:8]([CH2:7][O:6][C:5]2[CH:4]=[CH:3][C:2]([Br:1])=[CH:17][CH:16]=2)=[CH:9][CH:10]=1)(=[O:30])=[O:29]. (3) Given the reactants Cl[C:2]1[CH:7]=[C:6]([N:8]2[CH2:13][CH2:12][C:11]([F:15])([F:14])[CH2:10][CH2:9]2)[C:5]([N+:16]([O-:18])=[O:17])=[CH:4][N:3]=1.[CH3:19]B(O)O.C(=O)([O-])[O-].[K+].[K+], predict the reaction product. The product is: [F:14][C:11]1([F:15])[CH2:12][CH2:13][N:8]([C:6]2[C:5]([N+:16]([O-:18])=[O:17])=[CH:4][N:3]=[C:2]([CH3:19])[CH:7]=2)[CH2:9][CH2:10]1. (4) The product is: [OH:1][NH:4][C:7]([C:9]1[CH:17]=[C:16]2[C:12]([CH:13]=[CH:14][N:15]2[CH2:18][C:19]2[CH:24]=[CH:23][C:22]([O:25][CH:26]([F:28])[F:27])=[CH:21][CH:20]=2)=[CH:11][CH:10]=1)=[O:6]. Given the reactants [OH-:1].[Na+].O[NH2:4].C[O:6][C:7]([C:9]1[CH:17]=[C:16]2[C:12]([CH:13]=[CH:14][N:15]2[CH2:18][C:19]2[CH:24]=[CH:23][C:22]([O:25][CH:26]([F:28])[F:27])=[CH:21][CH:20]=2)=[CH:11][CH:10]=1)=O, predict the reaction product. (5) Given the reactants [C:1]([O:5][C:6](=[O:13])[NH:7][C@H:8]1[CH2:11][C@@H:10]([NH2:12])[CH2:9]1)([CH3:4])([CH3:3])[CH3:2].[Cl:14][C:15]1[C:16]([C:21]([CH3:26])([CH3:25])[C:22](O)=[O:23])=[N:17][CH:18]=[CH:19][N:20]=1.CN(C(ON1N=NC2C=CC=NC1=2)=[N+](C)C)C.F[P-](F)(F)(F)(F)F.C(N(CC)CC)C, predict the reaction product. The product is: [C:1]([O:5][C:6](=[O:13])[NH:7][C@H:8]1[CH2:11][C@@H:10]([NH:12][C:22](=[O:23])[C:21]([C:16]2[C:15]([Cl:14])=[N:20][CH:19]=[CH:18][N:17]=2)([CH3:26])[CH3:25])[CH2:9]1)([CH3:4])([CH3:2])[CH3:3]. (6) Given the reactants CO[C:3]([C:5]1[C:10]([N+:11]([O-])=O)=[C:9]([NH:14][C:15]2[CH:20]=[CH:19][CH:18]=[CH:17][C:16]=2[O:21][CH3:22])[N:8]=[C:7]([N:23]2[C:27]3[CH:28]=[CH:29][CH:30]=[CH:31][C:26]=3[N:25]=[CH:24]2)[N:6]=1)=[O:4].[NH:32]1C2C=CC=CC=2N=C1.[H-].[Na+].ClC1N=C([C:50](OC)=[O:51])C([N+]([O-])=O)=C(NC2C=CC=CC=2OC)N=1, predict the reaction product. The product is: [N:23]1([C:7]2[N:8]=[C:9]3[C:10]([NH:11][C:50](=[O:51])[N:14]3[C:15]3[CH:20]=[CH:19][CH:18]=[CH:17][C:16]=3[O:21][CH3:22])=[C:5]([C:3]([NH2:32])=[O:4])[N:6]=2)[C:27]2[CH:28]=[CH:29][CH:30]=[CH:31][C:26]=2[N:25]=[CH:24]1.